Dataset: HIV replication inhibition screening data with 41,000+ compounds from the AIDS Antiviral Screen. Task: Binary Classification. Given a drug SMILES string, predict its activity (active/inactive) in a high-throughput screening assay against a specified biological target. The compound is CC(C)C(=O)Nc1nc(O)c2nc[nH]c2n1. The result is 0 (inactive).